This data is from Full USPTO retrosynthesis dataset with 1.9M reactions from patents (1976-2016). The task is: Predict the reactants needed to synthesize the given product. (1) Given the product [CH3:33][N:34]1[CH2:39][CH2:38][N:37]([C:41]([C:42](=[CH:21][C:20]2[CH:23]=[CH:24][C:17]([NH:16][C:13]3[N:14]=[C:15]4[C:7]([C:1](=[O:6])[C:2]([CH3:4])([CH3:3])[CH3:5])=[CH:8][N:9]([CH2:25][O:26][CH2:27][CH2:28][Si:29]([CH3:32])([CH3:30])[CH3:31])[C:10]4=[N:11][CH:12]=3)=[CH:18][CH:19]=2)[C:43]#[N:44])=[O:40])[CH2:36][CH2:35]1, predict the reactants needed to synthesize it. The reactants are: [C:1]([C:7]1[C:15]2[C:10](=[N:11][CH:12]=[C:13]([NH:16][C:17]3[CH:24]=[CH:23][C:20]([CH:21]=O)=[CH:19][CH:18]=3)[N:14]=2)[N:9]([CH2:25][O:26][CH2:27][CH2:28][Si:29]([CH3:32])([CH3:31])[CH3:30])[CH:8]=1)(=[O:6])[C:2]([CH3:5])([CH3:4])[CH3:3].[CH3:33][N:34]1[CH2:39][CH2:38][NH:37][CH2:36][CH2:35]1.[O:40]=[CH:41][CH2:42][C:43]#[N:44].C(O)(=O)C.N1CCCCC1. (2) Given the product [NH2:1][C:2]1[CH:6]=[C:5]([C:7]2[CH:8]=[C:9]([F:15])[C:10]([F:14])=[C:11]([F:13])[CH:12]=2)[S:4][C:3]=1[C:16]([OH:18])=[O:17], predict the reactants needed to synthesize it. The reactants are: [NH2:1][C:2]1[CH:6]=[C:5]([C:7]2[CH:12]=[C:11]([F:13])[C:10]([F:14])=[C:9]([F:15])[CH:8]=2)[S:4][C:3]=1[C:16]([O:18]C)=[O:17].[OH-].[Li+].Cl. (3) Given the product [OH:67][CH:68]1[CH2:71][N:70]([CH2:50]/[CH:49]=[CH:48]\[C:42]2[CH:43]=[C:44]([F:47])[CH:45]=[CH:46][C:41]=2[S:38]([NH:37][C:52]2[C:61]([C:62]([O:64][CH3:65])=[O:63])=[C:60]3[C:55]([CH:56]4[CH2:66][CH:57]4[CH2:58][O:59]3)=[CH:54][CH:53]=2)(=[O:39])=[O:40])[CH2:69]1, predict the reactants needed to synthesize it. The reactants are: C(NC/C=C\C1C=C(F)C=CC=1S(NC1C(C(OC)=O)=C2C(C3CC3CO2)=CC=1)(=O)=O)C.COC([N:37]([C:52]1[C:61]([C:62]([O:64][CH3:65])=[O:63])=[C:60]2[C:55]([CH:56]3[CH2:66][CH:57]3[CH2:58][O:59]2)=[CH:54][CH:53]=1)[S:38]([C:41]1[CH:46]=[CH:45][C:44]([F:47])=[CH:43][C:42]=1/[CH:48]=[CH:49]\[CH2:50]O)(=[O:40])=[O:39])=O.[OH:67][CH:68]1[CH2:71][NH:70][CH2:69]1. (4) Given the product [CH3:1][CH:2]([CH3:33])[C:3]([NH:5][C:6]1[CH:11]=[CH:10][CH:9]=[C:8]([CH:12]2[CH2:17][CH2:16][N:15]([CH2:18][CH2:19][CH2:20][CH2:21]/[C:22](/[C:24]3[CH:29]=[CH:28][C:27]([N+:30]([O-:32])=[O:31])=[CH:26][CH:25]=3)=[N:45]\[NH:44][C:41]3[CH:42]=[CH:43][C:38]([O:37][C:36]([F:35])([F:47])[F:46])=[CH:39][CH:40]=3)[CH2:14][CH2:13]2)[CH:7]=1)=[O:4], predict the reactants needed to synthesize it. The reactants are: [CH3:1][CH:2]([CH3:33])[C:3]([NH:5][C:6]1[CH:11]=[CH:10][CH:9]=[C:8]([CH:12]2[CH2:17][CH2:16][N:15]([CH2:18][CH2:19][CH2:20][CH2:21][C:22]([C:24]3[CH:29]=[CH:28][C:27]([N+:30]([O-:32])=[O:31])=[CH:26][CH:25]=3)=O)[CH2:14][CH2:13]2)[CH:7]=1)=[O:4].Cl.[F:35][C:36]([F:47])([F:46])[O:37][C:38]1[CH:43]=[CH:42][C:41]([NH:44][NH2:45])=[CH:40][CH:39]=1. (5) Given the product [CH3:3][N:2]([CH2:4][CH2:5][O:6][CH:7]([C:14]1[CH:19]=[CH:18][CH:17]=[CH:16][CH:15]=1)[C:8]1[CH:9]=[CH:10][CH:11]=[CH:12][CH:13]=1)[CH3:1], predict the reactants needed to synthesize it. The reactants are: [CH3:1][N:2]([CH2:4][CH2:5][O:6][CH:7]([C:14]1[CH:15]=[CH:16][CH:17]=[CH:18][CH:19]=1)[C:8]1[CH:9]=[CH:10][CH:11]=[CH:12][CH:13]=1)[CH3:3].Cl. (6) Given the product [CH3:1][O:2][C:3](=[O:15])[CH:4]([NH2:12])[C:5]1[CH:10]=[CH:9][CH:8]=[CH:7][C:6]=1[I:11], predict the reactants needed to synthesize it. The reactants are: [CH3:1][O:2][C:3](=[O:15])[CH:4]([N:12]=[N+]=[N-])[C:5]1[CH:10]=[CH:9][CH:8]=[CH:7][C:6]=1[I:11].C1(P(C2C=CC=CC=2)C2C=CC=CC=2)C=CC=CC=1.O. (7) Given the product [CH2:1]([O:3][C:4]([C:6]1[C:7]2[C:22]([O:23][Si:34]([CH3:36])([CH3:35])[CH3:33])=[CH:21][CH2:20][CH2:19][CH2:18][C:8]=2[N:9]([C:11]([O:13][C:14]([CH3:17])([CH3:15])[CH3:16])=[O:12])[CH:10]=1)=[O:5])[CH3:2], predict the reactants needed to synthesize it. The reactants are: [CH2:1]([O:3][C:4]([C:6]1[C:7]2[C:22](=[O:23])[CH2:21][CH2:20][CH2:19][CH2:18][C:8]=2[N:9]([C:11]([O:13][C:14]([CH3:17])([CH3:16])[CH3:15])=[O:12])[CH:10]=1)=[O:5])[CH3:2].[I-].[Na+].C(N(CC)CC)C.[CH3:33][Si:34](Cl)([CH3:36])[CH3:35].